Regression. Given a peptide amino acid sequence and an MHC pseudo amino acid sequence, predict their binding affinity value. This is MHC class I binding data. From a dataset of Peptide-MHC class I binding affinity with 185,985 pairs from IEDB/IMGT. The peptide sequence is KLKVDSDSGL. The binding affinity (normalized) is 0.282. The MHC is HLA-A02:01 with pseudo-sequence HLA-A02:01.